Dataset: Forward reaction prediction with 1.9M reactions from USPTO patents (1976-2016). Task: Predict the product of the given reaction. (1) Given the reactants [NH2:1][CH2:2][C:3]1[CH:8]=[N:7][C:6]2[N:9]([CH2:12][O:13][CH2:14][CH2:15][Si:16]([CH3:19])([CH3:18])[CH3:17])[CH:10]=[CH:11][C:5]=2[C:4]=1[NH:20][CH:21]1[CH2:26][CH2:25][N:24]([CH2:27][C:28]2[CH:33]=[CH:32][CH:31]=[CH:30][CH:29]=2)[CH2:23][CH2:22]1.[C:34](N1C=CN=C1)(N1C=CN=C1)=[O:35], predict the reaction product. The product is: [CH2:27]([N:24]1[CH2:23][CH2:22][CH:21]([N:20]2[C:4]3[C:5]4[CH:11]=[CH:10][N:9]([CH2:12][O:13][CH2:14][CH2:15][Si:16]([CH3:17])([CH3:18])[CH3:19])[C:6]=4[N:7]=[CH:8][C:3]=3[CH2:2][NH:1][C:34]2=[O:35])[CH2:26][CH2:25]1)[C:28]1[CH:33]=[CH:32][CH:31]=[CH:30][CH:29]=1. (2) Given the reactants [C:1]([C:3]1[CH:12]([C:13]2[CH:18]=[C:17]([O:19][CH3:20])[C:16]([O:21][CH3:22])=[C:15]([O:23][CH3:24])[CH:14]=2)[C:11]2[C:6](=[CH:7][C:8]([O:25][CH3:26])=[CH:9][CH:10]=2)[O:5][CH:4]=1)#[N:2], predict the reaction product. The product is: [C:1]([CH:3]1[CH:12]([C:13]2[CH:18]=[C:17]([O:19][CH3:20])[C:16]([O:21][CH3:22])=[C:15]([O:23][CH3:24])[CH:14]=2)[C:11]2[C:6](=[CH:7][C:8]([O:25][CH3:26])=[CH:9][CH:10]=2)[O:5][CH2:4]1)#[N:2]. (3) Given the reactants [C:1](Cl)(=O)[C:2]([Cl:4])=[O:3].[C:7]1([C@@H:13]2C[C@H:14]2C(O)=O)[CH:12]=[CH:11][CH:10]=[CH:9][CH:8]=1, predict the reaction product. The product is: [C:7]1([C@@H:13]2[CH2:14][C@H:1]2[C:2]([Cl:4])=[O:3])[CH:12]=[CH:11][CH:10]=[CH:9][CH:8]=1. (4) Given the reactants [Br:1][C:2]1[CH:7]=[C:6](Br)[C:5]([N+:9]([O-:11])=[O:10])=[CH:4][N:3]=1.[Cl:12][C:13]1[C:20]([Cl:21])=[CH:19][CH:18]=[CH:17][C:14]=1[CH2:15][NH2:16].C(N(C(C)C)CC)(C)C.O, predict the reaction product. The product is: [Br:1][C:2]1[CH:7]=[C:6]([NH:16][CH2:15][C:14]2[CH:17]=[CH:18][CH:19]=[C:20]([Cl:21])[C:13]=2[Cl:12])[C:5]([N+:9]([O-:11])=[O:10])=[CH:4][N:3]=1. (5) Given the reactants Cl.[Cl:2][C:3]1[C:40]([C:41]([F:44])([F:43])[F:42])=[CH:39][CH:38]=[CH:37][C:4]=1[CH2:5][N:6]([CH2:23][CH:24]([C:31]1[CH:36]=[CH:35][CH:34]=[CH:33][CH:32]=1)[C:25]1[CH:30]=[CH:29][CH:28]=[CH:27][CH:26]=1)[CH2:7][CH2:8][CH2:9][O:10][C:11]1[CH:16]=[CH:15][CH:14]=[C:13]([N:17]2[CH2:22][CH2:21][NH:20][CH2:19][CH2:18]2)[N:12]=1.Br[CH2:46][C:47]([O:49][CH3:50])=[O:48].C(N(C(C)C)CC)(C)C, predict the reaction product. The product is: [CH3:50][O:49][C:47](=[O:48])[CH2:46][N:20]1[CH2:21][CH2:22][N:17]([C:13]2[CH:14]=[CH:15][CH:16]=[C:11]([O:10][CH2:9][CH2:8][CH2:7][N:6]([CH2:5][C:4]3[CH:37]=[CH:38][CH:39]=[C:40]([C:41]([F:42])([F:43])[F:44])[C:3]=3[Cl:2])[CH2:23][CH:24]([C:31]3[CH:32]=[CH:33][CH:34]=[CH:35][CH:36]=3)[C:25]3[CH:30]=[CH:29][CH:28]=[CH:27][CH:26]=3)[N:12]=2)[CH2:18][CH2:19]1. (6) Given the reactants Br[C:2]1[CH:7]=[CH:6][C:5]([CH2:8][CH:9]2[CH2:11][CH2:10]2)=[CH:4][CH:3]=1.[CH3:12][O:13][C:14]([C:16]1[CH:21]=[CH:20][C:19](B(O)O)=[CH:18][CH:17]=1)=[O:15].C([O-])([O-])=[O:26].[K+].[K+].C1(C)C=CC=CC=1, predict the reaction product. The product is: [CH3:12][O:13][C:14]([C:16]1[CH:17]=[CH:18][C:19]([C:2]2[CH:7]=[CH:6][C:5]([C:8]([CH:9]3[CH2:11][CH2:10]3)=[O:26])=[CH:4][CH:3]=2)=[CH:20][CH:21]=1)=[O:15]. (7) Given the reactants [Cl:1][C:2]1[CH:3]=[C:4]([CH:8]=[CH:9][CH:10]=1)[C:5](Cl)=[O:6].[S-:11][C:12]#[N:13].[K+].[Cl:15][C:16]1[CH:17]=[C:18]([CH:20]=[C:21]([F:23])[CH:22]=1)[NH2:19], predict the reaction product. The product is: [Cl:1][C:2]1[CH:3]=[C:4]([CH:8]=[CH:9][CH:10]=1)[C:5]([NH:13][C:12](=[S:11])[NH:19][C:18]1[CH:20]=[C:21]([F:23])[CH:22]=[C:16]([Cl:15])[CH:17]=1)=[O:6].